From a dataset of Forward reaction prediction with 1.9M reactions from USPTO patents (1976-2016). Predict the product of the given reaction. (1) Given the reactants [C:1]1([C:10]2[CH:15]=[CH:14][CH:13]=[CH:12][CH:11]=2)[CH:6]=[CH:5][C:4]([C:7]([OH:9])=O)=[CH:3][CH:2]=1.C(N(CC)C(C)C)(C)C.[Cl:25][C:26]1[CH:27]=[C:28]([CH:30]=[CH:31][C:32]=1[F:33])[NH2:29], predict the reaction product. The product is: [Cl:25][C:26]1[CH:27]=[C:28]([NH:29][C:7]([C:4]2[CH:3]=[CH:2][C:1]([C:10]3[CH:15]=[CH:14][CH:13]=[CH:12][CH:11]=3)=[CH:6][CH:5]=2)=[O:9])[CH:30]=[CH:31][C:32]=1[F:33]. (2) Given the reactants [CH2:1]([N:8]1[CH2:13][CH2:12][N:11]([CH2:14][C:15]2[CH:20]=[CH:19][CH:18]=[CH:17][CH:16]=2)[CH2:10][C@@H:9]1[CH2:21][CH2:22][C:23]1[C:32]2[C:27](=[CH:28][CH:29]=[CH:30][CH:31]=2)[CH:26]=[CH:25][CH:24]=1)[C:2]1[CH:7]=[CH:6][CH:5]=[CH:4][CH:3]=1.C([O-])=O.[NH4+], predict the reaction product. The product is: [C:23]1([CH2:22][CH2:21][C@H:9]2[CH2:10][NH:11][CH2:12][CH2:13][NH:8]2)[C:32]2[C:27](=[CH:28][CH:29]=[CH:30][CH:31]=2)[CH:26]=[CH:25][CH:24]=1.[CH2:14]([N:11]1[CH2:12][CH2:13][NH:8][C@@H:9]([CH2:21][CH2:22][C:23]2[C:32]3[C:27](=[CH:28][CH:29]=[CH:30][CH:31]=3)[CH:26]=[CH:25][CH:24]=2)[CH2:10]1)[C:15]1[CH:16]=[CH:17][CH:18]=[CH:19][CH:20]=1.[CH2:1]([N:8]1[CH2:13][CH2:12][NH:11][CH2:10][C@@H:9]1[CH2:21][CH2:22][C:23]1[C:32]2[C:27](=[CH:28][CH:29]=[CH:30][CH:31]=2)[CH:26]=[CH:25][CH:24]=1)[C:2]1[CH:3]=[CH:4][CH:5]=[CH:6][CH:7]=1. (3) Given the reactants [CH2:1]([O:8][CH2:9][O:10][CH2:11][C@H:12]([CH3:15])[CH2:13][OH:14])[C:2]1[CH:7]=[CH:6][CH:5]=[CH:4][CH:3]=1.C(N(CC)CC)C.[S:23](Cl)([C:26]1[CH:32]=[CH:31][C:29]([CH3:30])=[CH:28][CH:27]=1)(=[O:25])=[O:24], predict the reaction product. The product is: [CH2:1]([O:8][CH2:9][O:10][CH2:11][C@@H:12]([CH3:15])[CH2:13][O:14][S:23]([C:26]1[CH:32]=[CH:31][C:29]([CH3:30])=[CH:28][CH:27]=1)(=[O:25])=[O:24])[C:2]1[CH:7]=[CH:6][CH:5]=[CH:4][CH:3]=1. (4) Given the reactants [C:1](Cl)(=[O:3])[CH3:2].Cl.[CH3:6][N:7]1[C:16]2[NH:15][C:14]3[CH:17]=[C:18]([CH3:21])[CH:19]=[CH:20][C:13]=3[N:12]([C:22]([CH:24]3[CH2:29][CH2:28][CH:27]([CH2:30][NH:31][C:32](=[O:40])[CH2:33][CH:34]4[CH2:39][CH2:38][NH:37][CH2:36][CH2:35]4)[CH2:26][CH2:25]3)=[O:23])[CH2:11][C:10]=2[CH:9]=[N:8]1, predict the reaction product. The product is: [C:1]([N:37]1[CH2:38][CH2:39][CH:34]([CH2:33][C:32]([NH:31][CH2:30][CH:27]2[CH2:26][CH2:25][CH:24]([C:22]([N:12]3[CH2:11][C:10]4[CH:9]=[N:8][N:7]([CH3:6])[C:16]=4[NH:15][C:14]4[CH:17]=[C:18]([CH3:21])[CH:19]=[CH:20][C:13]3=4)=[O:23])[CH2:29][CH2:28]2)=[O:40])[CH2:35][CH2:36]1)(=[O:3])[CH3:2]. (5) Given the reactants [CH2:1]([O:8][C:9]1[C:10](Br)=[N:11][CH:12]=[C:13]([Br:15])[CH:14]=1)[C:2]1[CH:7]=[CH:6][CH:5]=[CH:4][CH:3]=1.C([Li])CCC.CN(C)[CH:24]=[O:25].[BH4-].[Na+].[Cl-].[NH4+], predict the reaction product. The product is: [CH2:1]([O:8][C:9]1[C:10]([CH2:24][OH:25])=[N:11][CH:12]=[C:13]([Br:15])[CH:14]=1)[C:2]1[CH:7]=[CH:6][CH:5]=[CH:4][CH:3]=1. (6) The product is: [F:1][C:2]1[CH:3]=[C:4]2[C:9](=[CH:10][C:11]=1[OH:12])[C:8](=[O:14])[NH:7][CH2:6][CH2:5]2. Given the reactants [F:1][C:2]1[CH:3]=[C:4]2[C:9](=[CH:10][C:11]=1[O:12]C)[C:8](=[O:14])[NH:7][CH2:6][CH2:5]2.B(Br)(Br)Br.O.CCOC(C)=O, predict the reaction product. (7) Given the reactants [C:1]([C:5]1[CH:6]=[C:7]2[C:19]3=[C:20]4[C:10](=[CH:11][CH:12]=[C:13]([C:21]5[CH:26]=[CH:25][CH:24]=[CH:23][CH:22]=5)[C:14]4=[CH:15][CH:16]=[C:17]3[CH:18]=1)[CH:9]=[CH:8]2)([CH3:4])([CH3:3])[CH3:2].CO.[Br-:29].[Br-].[Br-].C([N+](C)(C)C)C1C=CC=CC=1.C([N+](C)(C)C)C1C=CC=CC=1.C([N+](C)(C)C)C1C=CC=CC=1.O, predict the reaction product. The product is: [Br:29][C:11]1[C:10]2[C:20]3=[C:19]4[C:7](=[CH:8][CH:9]=2)[CH:6]=[C:5]([C:1]([CH3:4])([CH3:2])[CH3:3])[CH:18]=[C:17]4[CH:16]=[CH:15][C:14]3=[C:13]([C:21]2[CH:26]=[CH:25][CH:24]=[CH:23][CH:22]=2)[CH:12]=1.